From a dataset of Full USPTO retrosynthesis dataset with 1.9M reactions from patents (1976-2016). Predict the reactants needed to synthesize the given product. (1) The reactants are: C([O:8][C:9]1[CH:14]=[CH:13][C:12]([C@H:15]2[CH2:20][CH2:19][NH:18][CH2:17][C@H:16]2[F:21])=[CH:11][CH:10]=1)C1C=CC=CC=1. Given the product [F:21][C@H:16]1[C@@H:15]([C:12]2[CH:13]=[CH:14][C:9]([OH:8])=[CH:10][CH:11]=2)[CH2:20][CH2:19][NH:18][CH2:17]1, predict the reactants needed to synthesize it. (2) Given the product [NH2:1][C:2]1[C:3]([F:10])=[CH:4][C:5]([C:6]#[N:7])=[CH:8][C:9]=1[Cl:18], predict the reactants needed to synthesize it. The reactants are: [NH2:1][C:2]1[CH:9]=[CH:8][C:5]([C:6]#[N:7])=[CH:4][C:3]=1[F:10].C1C(=O)N([Cl:18])C(=O)C1. (3) Given the product [C:14]([C:4]1[N:3]=[C:2]([NH:16][C@H:17]2[CH2:21][CH2:20][N:19]([C:22]([O:24][C:25]([CH3:28])([CH3:27])[CH3:26])=[O:23])[CH2:18]2)[C:11]2[C:6]([CH:5]=1)=[CH:7][CH:8]=[CH:9][C:10]=2[O:12][CH3:13])#[N:15], predict the reactants needed to synthesize it. The reactants are: Cl[C:2]1[C:11]2[C:6](=[CH:7][CH:8]=[CH:9][C:10]=2[O:12][CH3:13])[CH:5]=[C:4]([C:14]#[N:15])[N:3]=1.[NH2:16][C@H:17]1[CH2:21][CH2:20][N:19]([C:22]([O:24][C:25]([CH3:28])([CH3:27])[CH3:26])=[O:23])[CH2:18]1.CCN(CC)CC. (4) Given the product [C:43]([O:47][C:48]([N:50]1[CH2:59][CH2:58][C:57]2[C:52](=[CH:53][C:54]([CH2:60][CH2:61][N:39]3[C:38](=[O:42])[CH:37]=[C:36]([O:35][CH2:34][C:31]4[CH:30]=[CH:29][C:28]([Cl:27])=[CH:33][N:32]=4)[CH:41]=[N:40]3)=[CH:55][CH:56]=2)[CH2:51]1)=[O:49])([CH3:46])([CH3:45])[CH3:44], predict the reactants needed to synthesize it. The reactants are: C(OC1C=CN(CC(C2C=CC(CO)=CC=2)=O)C(=O)C=1)C1C=CC=CC=1.[Cl:27][C:28]1[CH:29]=[CH:30][C:31]([CH2:34][O:35][C:36]2[CH:41]=[N:40][NH:39][C:38](=[O:42])[CH:37]=2)=[N:32][CH:33]=1.[C:43]([O:47][C:48]([N:50]1[CH2:59][CH2:58][C:57]2[C:52](=[CH:53][C:54]([CH2:60][CH2:61]OS(C3C=CC(C)=CC=3)(=O)=O)=[CH:55][CH:56]=2)[CH2:51]1)=[O:49])([CH3:46])([CH3:45])[CH3:44]. (5) The reactants are: [CH3:1][C:2]1([CH3:49])[CH2:13][C:12]2[CH:11]=[C:10]3[N:5]([CH2:6][CH2:7][N:8]([C:15]4[C:20]([CH:21]=[O:22])=[C:19]([C:23]5[CH:28]=[C:27]([NH:29][C:30]6[CH:35]=[CH:34][C:33]([N:36]7[CH2:41][CH2:40][N:39]([CH:42]8[CH2:45][O:44][CH2:43]8)[CH2:38][C@H:37]7[CH3:46])=[CH:32][N:31]=6)[C:26](=[O:47])[N:25]([CH3:48])[CH:24]=5)[CH:18]=[CH:17][N:16]=4)[C:9]3=[O:14])[C:4]=2[CH2:3]1.[BH4-].[Na+]. Given the product [OH:22][CH2:21][C:20]1[C:15]([N:8]2[CH2:7][CH2:6][N:5]3[C:4]4[CH2:3][C:2]([CH3:49])([CH3:1])[CH2:13][C:12]=4[CH:11]=[C:10]3[C:9]2=[O:14])=[N:16][CH:17]=[CH:18][C:19]=1[C:23]1[CH:28]=[C:27]([NH:29][C:30]2[CH:35]=[CH:34][C:33]([N:36]3[CH2:41][CH2:40][N:39]([CH:42]4[CH2:45][O:44][CH2:43]4)[CH2:38][C@H:37]3[CH3:46])=[CH:32][N:31]=2)[C:26](=[O:47])[N:25]([CH3:48])[CH:24]=1, predict the reactants needed to synthesize it.